This data is from Full USPTO retrosynthesis dataset with 1.9M reactions from patents (1976-2016). The task is: Predict the reactants needed to synthesize the given product. (1) The reactants are: [CH3:1][C:2]([C:12]1[C:20]2[O:19][CH2:18][CH2:17][C:16]=2[CH:15]=[C:14]([S:21]([CH3:24])(=[O:23])=[O:22])[CH:13]=1)([CH3:11])[CH2:3][C:4]1([C:7]([F:10])([F:9])[F:8])[CH2:6][O:5]1.[NH:25]1[C:33]2[CH2:32][CH2:31][CH2:30][C:29](=[O:34])[C:28]=2[CH:27]=[CH:26]1.[O-]CC.[Na+]. Given the product [OH:5][C:4]([C:7]([F:9])([F:8])[F:10])([CH2:3][C:2]([C:12]1[C:20]2[O:19][CH2:18][CH2:17][C:16]=2[CH:15]=[C:14]([S:21]([CH3:24])(=[O:23])=[O:22])[CH:13]=1)([CH3:11])[CH3:1])[CH2:6][N:25]1[C:33]2[CH2:32][CH2:31][CH2:30][C:29](=[O:34])[C:28]=2[CH:27]=[CH:26]1, predict the reactants needed to synthesize it. (2) Given the product [Cl:36][C:28]1[CH:29]=[C:30]([C:33](=[O:34])[NH:56][CH:54]([CH:51]2[CH2:53][CH2:52]2)[CH3:55])[CH:31]=[CH:32][C:27]=1[C:24]1[CH:25]=[CH:26][C:21]([CH2:20][C@H:19]([NH:18][C:16]([C@H:13]2[CH2:12][CH2:11][C@H:10]([CH2:9][NH:8][C:6](=[O:7])[O:5][C:1]([CH3:3])([CH3:2])[CH3:4])[CH2:15][CH2:14]2)=[O:17])[C:37](=[O:50])[NH:38][C:39]2[CH:44]=[CH:43][C:42]([C:45]3[NH:49][N:48]=[N:47][N:46]=3)=[CH:41][CH:40]=2)=[CH:22][CH:23]=1, predict the reactants needed to synthesize it. The reactants are: [C:1]([O:5][C:6]([NH:8][CH2:9][C@H:10]1[CH2:15][CH2:14][C@H:13]([C:16]([NH:18][C@H:19]([C:37](=[O:50])[NH:38][C:39]2[CH:44]=[CH:43][C:42]([C:45]3[N:46]=[N:47][NH:48][N:49]=3)=[CH:41][CH:40]=2)[CH2:20][C:21]2[CH:26]=[CH:25][C:24]([C:27]3[CH:32]=[CH:31][C:30]([C:33](O)=[O:34])=[CH:29][C:28]=3[Cl:36])=[CH:23][CH:22]=2)=[O:17])[CH2:12][CH2:11]1)=[O:7])([CH3:4])([CH3:3])[CH3:2].[CH:51]1([CH:54]([NH2:56])[CH3:55])[CH2:53][CH2:52]1.C(N(CC)C(C)C)(C)C.F[P-](F)(F)(F)(F)F.CN(C(ON1C2=NC=CC=C2N=N1)=[N+](C)C)C. (3) Given the product [NH:8]1[C:5]2=[CH:6][N:7]=[C:2]([NH:18][C:19]3[N:20]=[CH:21][C:22]([C:25]#[N:26])=[N:23][CH:24]=3)[CH:3]=[C:4]2[CH:10]=[CH:9]1, predict the reactants needed to synthesize it. The reactants are: Cl[C:2]1[CH:3]=[C:4]2[CH:10]=[CH:9][N:8](C(OC(C)(C)C)=O)[C:5]2=[CH:6][N:7]=1.[NH2:18][C:19]1[N:20]=[CH:21][C:22]([C:25]#[N:26])=[N:23][CH:24]=1.C(=O)([O-])[O-].[Cs+].[Cs+].CC1(C)C2C(=C(P(C3C=CC=CC=3)C3C=CC=CC=3)C=CC=2)OC2C(P(C3C=CC=CC=3)C3C=CC=CC=3)=CC=CC1=2. (4) Given the product [CH2:1]([C@@H:5]1[N:10]([CH2:16][CH:17]=[CH:18][C:19]2[CH:24]=[CH:23][CH:22]=[CH:21][CH:20]=2)[CH2:9][C@H:8]([CH2:11][CH:12]([CH3:14])[CH3:13])[NH:7][C:6]1=[O:15])[CH:2]([CH3:4])[CH3:3], predict the reactants needed to synthesize it. The reactants are: [CH2:1]([C@@H:5]1[NH:10][CH2:9][C@H:8]([CH2:11][CH:12]([CH3:14])[CH3:13])[NH:7][C:6]1=[O:15])[CH:2]([CH3:4])[CH3:3].[CH2:16](Br)[CH:17]=[CH:18][C:19]1[CH:24]=[CH:23][CH:22]=[CH:21][CH:20]=1. (5) Given the product [CH3:1][CH:2]([CH3:14])[CH2:3][CH:4]([CH:5]([C:6]([O:8][CH3:9])=[O:7])[C:10]([O:12][CH3:13])=[O:11])[CH2:18][N+:15]([O-:17])=[O:16], predict the reactants needed to synthesize it. The reactants are: [CH3:1][CH:2]([CH3:14])[CH2:3][CH:4]=[C:5]([C:10]([O:12][CH3:13])=[O:11])[C:6]([O:8][CH3:9])=[O:7].[N+:15]([CH3:18])([O-:17])=[O:16].C1CCN2C(=NCCC2)CC1. (6) Given the product [CH2:16]([O:18][C:19]([N:21]1[CH2:22][CH2:23][N:24]([C:27](=[O:38])[C@@H:28]([NH:37][C:13]([C:9]2[CH:10]=[C:11]([OH:12])[N:7]([C:1]3[CH:2]=[CH:3][CH:4]=[CH:5][CH:6]=3)[N:8]=2)=[O:15])[CH2:29][C:30]([O:32][C:33]([CH3:35])([CH3:34])[CH3:36])=[O:31])[CH2:25][CH2:26]1)=[O:20])[CH3:17], predict the reactants needed to synthesize it. The reactants are: [C:1]1([N:7]2[C:11](=[O:12])[CH:10]=[C:9]([C:13]([OH:15])=O)[NH:8]2)[CH:6]=[CH:5][CH:4]=[CH:3][CH:2]=1.[CH2:16]([O:18][C:19]([N:21]1[CH2:26][CH2:25][N:24]([C:27](=[O:38])[C@@H:28]([NH2:37])[CH2:29][C:30]([O:32][C:33]([CH3:36])([CH3:35])[CH3:34])=[O:31])[CH2:23][CH2:22]1)=[O:20])[CH3:17].C(Cl)CCl. (7) Given the product [NH2:11][C:6]([CH3:7])([CH2:42][C:41]1[CH:44]=[CH:45][C:38]([O:37][CH3:36])=[CH:39][CH:40]=1)[C:5]([O:34][C:46]([CH3:47])([CH3:51])[CH3:52])=[O:4], predict the reactants needed to synthesize it. The reactants are: C=CC[O:4][C@H:5](C1C2C(=CC=CC=2)N=CC=1)[C@H:6]1[N+:11]2(CC3C=CC=CC=3)C[C@H](C=C)[C@@H](CC2)[CH2:7]1.[Br-].[OH-:34].[K+].[CH3:36][O:37][C:38]1[CH:45]=[CH:44][C:41]([CH2:42]Br)=[CH:40][CH:39]=1.[C:46]1([CH3:52])[CH:51]=CC=C[CH:47]=1. (8) Given the product [Cl:1][C:2]1[CH:10]=[CH:9][C:5]([C:6]([NH2:30])=[O:8])=[C:4]([NH:11][C:12]2[CH:13]=[CH:14][C:15]([C:18]([N:20]3[CH2:25][CH2:24][O:23][CH2:22][CH2:21]3)=[O:19])=[CH:16][CH:17]=2)[N:3]=1, predict the reactants needed to synthesize it. The reactants are: [Cl:1][C:2]1[CH:10]=[CH:9][C:5]([C:6]([OH:8])=O)=[C:4]([NH:11][C:12]2[CH:17]=[CH:16][C:15]([C:18]([N:20]3[CH2:25][CH2:24][O:23][CH2:22][CH2:21]3)=[O:19])=[CH:14][CH:13]=2)[N:3]=1.[NH4+].[OH-].C([N:30](C(C)C)C(C)C)C.CN(C(ON1N=NC2C=CC=NC1=2)=[N+](C)C)C.F[P-](F)(F)(F)(F)F.